This data is from Catalyst prediction with 721,799 reactions and 888 catalyst types from USPTO. The task is: Predict which catalyst facilitates the given reaction. (1) Reactant: [C-:1]#[N:2].[K+].[NH:4]1[CH2:8][CH2:7][CH2:6][CH2:5]1.[O:9]1[C:13]2([CH2:18][CH2:17][CH:16]([CH:19]=O)[CH2:15][CH2:14]2)[O:12][CH2:11][CH2:10]1.C(OCC)(=O)C. Product: [N:4]1([CH:19]([CH:16]2[CH2:15][CH2:14][C:13]3([O:9][CH2:10][CH2:11][O:12]3)[CH2:18][CH2:17]2)[C:1]#[N:2])[CH2:8][CH2:7][CH2:6][CH2:5]1. The catalyst class is: 40. (2) The catalyst class is: 7. Product: [Cl:1][C:2]1[CH:3]=[C:4]([CH:8]=[C:9]([CH3:11])[N:10]=1)[C:5]([NH:39][C:35]1[CH:34]=[C:33]([C:32]2[N:27]3[N:28]=[CH:29][CH:30]=[CH:31][C:26]3=[N:25][C:24]=2[C:21]2[CH:22]=[CH:23][C:18]([F:17])=[C:19]([CH3:40])[CH:20]=2)[CH:38]=[CH:37][N:36]=1)=[O:7]. Reactant: [Cl:1][C:2]1[CH:3]=[C:4]([CH:8]=[C:9]([CH3:11])[N:10]=1)[C:5]([OH:7])=O.P(Cl)(Cl)(Cl)=O.[F:17][C:18]1[CH:23]=[CH:22][C:21]([C:24]2[N:25]=[C:26]3[CH:31]=[CH:30][CH:29]=[N:28][N:27]3[C:32]=2[C:33]2[CH:38]=[CH:37][N:36]=[C:35]([NH2:39])[CH:34]=2)=[CH:20][C:19]=1[CH3:40].C(N(CC)CC)C.C(=O)([O-])O.[Na+]. (3) Reactant: [CH2:1]([O:8][CH2:9][C@H:10]([O:14][CH2:15][CH:16]=O)[CH2:11][CH:12]=[CH2:13])[C:2]1[CH:7]=[CH:6][CH:5]=[CH:4][CH:3]=1.C([O-])(=O)C.[Na+].Cl.[NH2:24][OH:25]. Product: [CH2:1]([O:8][CH2:9][C@H:10]([O:14][CH2:15][CH:16]=[N:24][OH:25])[CH2:11][CH:12]=[CH2:13])[C:2]1[CH:7]=[CH:6][CH:5]=[CH:4][CH:3]=1. The catalyst class is: 40.